Dataset: Catalyst prediction with 721,799 reactions and 888 catalyst types from USPTO. Task: Predict which catalyst facilitates the given reaction. (1) Product: [Br:1][C:2]1[C:3]([CH3:10])=[CH:4][C:5]2[N:6]([CH:12]=[CH:13][N:9]=2)[C:7]=1[CH3:8]. The catalyst class is: 2. Reactant: [Br:1][C:2]1[C:3]([CH3:10])=[CH:4][C:5]([NH2:9])=[N:6][C:7]=1[CH3:8].Cl[CH2:12][CH:13]=O.C1(C)C=CC=CC=1.C([O-])(O)=O.[Na+]. (2) Reactant: [CH:1]([C:4]1[CH:9]=[CH:8][C:7]([N:10]([CH2:25][C:26]2[CH:27]=[N:28][NH:29][CH:30]=2)[C:11]([CH:13]2[C:22]3[C:17](=[CH:18][CH:19]=[C:20]([O:23][CH3:24])[CH:21]=3)[CH2:16][CH2:15][CH2:14]2)=[O:12])=[CH:6][CH:5]=1)([CH3:3])[CH3:2].[CH:31]1(Br)[CH2:35][CH2:34][CH2:33][CH2:32]1.[H-].[Na+]. Product: [CH:31]1([N:28]2[CH:27]=[C:26]([CH2:25][N:10]([C:7]3[CH:6]=[CH:5][C:4]([CH:1]([CH3:3])[CH3:2])=[CH:9][CH:8]=3)[C:11]([CH:13]3[C:22]4[C:17](=[CH:18][CH:19]=[C:20]([O:23][CH3:24])[CH:21]=4)[CH2:16][CH2:15][CH2:14]3)=[O:12])[CH:30]=[N:29]2)[CH2:35][CH2:34][CH2:33][CH2:32]1. The catalyst class is: 3. (3) Reactant: [O:1]1[CH2:6][CH2:5][CH:4]([O:7][C:8]2[C:9]3[N:17]=[C:16]([C:18]4[CH:19]=[C:20]([NH2:24])[CH:21]=[N:22][CH:23]=4)[CH:15]=[CH:14][C:10]=3[N:11]=[CH:12][N:13]=2)[CH2:3][CH2:2]1.[Cl:25][C:26]1[CH:31]=[CH:30][C:29]([S:32](Cl)(=[O:34])=[O:33])=[C:28]([F:36])[CH:27]=1. Product: [Cl:25][C:26]1[CH:31]=[CH:30][C:29]([S:32]([NH:24][C:20]2[CH:21]=[N:22][CH:23]=[C:18]([C:16]3[CH:15]=[CH:14][C:10]4[N:11]=[CH:12][N:13]=[C:8]([O:7][CH:4]5[CH2:5][CH2:6][O:1][CH2:2][CH2:3]5)[C:9]=4[N:17]=3)[CH:19]=2)(=[O:33])=[O:34])=[C:28]([F:36])[CH:27]=1. The catalyst class is: 298.